From a dataset of Full USPTO retrosynthesis dataset with 1.9M reactions from patents (1976-2016). Predict the reactants needed to synthesize the given product. (1) Given the product [O:8]=[C:6]([N:18]1[CH2:19][CH2:20][C:21](=[O:22])[CH:16]([C:10]2[CH:15]=[CH:14][CH:13]=[CH:12][CH:11]=2)[CH2:17]1)[CH2:5][NH:4][C:1](=[O:3])[CH3:2], predict the reactants needed to synthesize it. The reactants are: [C:1]([NH:4][CH2:5][C:6]([OH:8])=O)(=[O:3])[CH3:2].Cl.[C:10]1([CH:16]2[C:21](=[O:22])[CH2:20][CH2:19][NH:18][CH2:17]2)[CH:15]=[CH:14][CH:13]=[CH:12][CH:11]=1.CCN(CC)CC.CCN=C=NCCCN(C)C.Cl. (2) Given the product [F:39][C:36]([F:37])([F:38])[C:32]1[CH:31]=[C:30]([C:27]2[CH:28]=[CH:29][C:24]([S:21]([NH:20][CH:19]3[C:13]4[CH:12]=[CH:11][CH:10]=[C:9]([O:8][CH2:7][C:6]([OH:40])=[O:5])[C:14]=4[CH2:15][CH2:16][CH2:17][CH2:18]3)(=[O:23])=[O:22])=[N:25][CH:26]=2)[CH:35]=[CH:34][CH:33]=1, predict the reactants needed to synthesize it. The reactants are: C([O:5][C:6](=[O:40])[CH2:7][O:8][C:9]1[C:14]2[CH2:15][CH2:16][CH2:17][CH2:18][CH:19]([NH:20][S:21]([C:24]3[CH:29]=[CH:28][C:27]([C:30]4[CH:35]=[CH:34][CH:33]=[C:32]([C:36]([F:39])([F:38])[F:37])[CH:31]=4)=[CH:26][N:25]=3)(=[O:23])=[O:22])[C:13]=2[CH:12]=[CH:11][CH:10]=1)(C)(C)C.[OH-].[Na+]. (3) The reactants are: Cl[C:2]1[N:7]=[CH:6][N:5]=[C:4]([NH2:8])[C:3]=1[C:9]1[O:13][N:12]=[C:11]([CH3:14])[N:10]=1.[NH2:15][C@H:16]([C:19]1[N:28]([CH:29]2[CH2:31][CH2:30]2)[C:27](=[O:32])[C:26]2[C:21](=[CH:22][CH:23]=[CH:24][C:25]=2[CH3:33])[N:20]=1)[CH2:17][CH3:18].CCN(C(C)C)C(C)C.CCOC(C)=O. Given the product [NH2:8][C:4]1[N:5]=[CH:6][N:7]=[C:2]([NH:15][C@H:16]([C:19]2[N:28]([CH:29]3[CH2:31][CH2:30]3)[C:27](=[O:32])[C:26]3[C:21](=[CH:22][CH:23]=[CH:24][C:25]=3[CH3:33])[N:20]=2)[CH2:17][CH3:18])[C:3]=1[C:9]1[O:13][N:12]=[C:11]([CH3:14])[N:10]=1, predict the reactants needed to synthesize it.